Dataset: NCI-60 drug combinations with 297,098 pairs across 59 cell lines. Task: Regression. Given two drug SMILES strings and cell line genomic features, predict the synergy score measuring deviation from expected non-interaction effect. (1) Drug 1: CN1CCC(CC1)COC2=C(C=C3C(=C2)N=CN=C3NC4=C(C=C(C=C4)Br)F)OC. Drug 2: CC1CCCC2(C(O2)CC(NC(=O)CC(C(C(=O)C(C1O)C)(C)C)O)C(=CC3=CSC(=N3)C)C)C. Cell line: UO-31. Synergy scores: CSS=17.6, Synergy_ZIP=-5.10, Synergy_Bliss=-2.49, Synergy_Loewe=-1.65, Synergy_HSA=-1.61. (2) Drug 1: C1=C(C(=O)NC(=O)N1)F. Drug 2: COCCOC1=C(C=C2C(=C1)C(=NC=N2)NC3=CC=CC(=C3)C#C)OCCOC.Cl. Cell line: HT29. Synergy scores: CSS=41.8, Synergy_ZIP=6.37, Synergy_Bliss=-3.03, Synergy_Loewe=-6.99, Synergy_HSA=-4.34. (3) Drug 1: CN(CCCl)CCCl.Cl. Drug 2: CC1CCCC2(C(O2)CC(NC(=O)CC(C(C(=O)C(C1O)C)(C)C)O)C(=CC3=CSC(=N3)C)C)C. Cell line: T-47D. Synergy scores: CSS=33.6, Synergy_ZIP=-8.40, Synergy_Bliss=-10.3, Synergy_Loewe=-11.6, Synergy_HSA=-6.01. (4) Drug 1: CC(CN1CC(=O)NC(=O)C1)N2CC(=O)NC(=O)C2. Drug 2: CCC(=C(C1=CC=CC=C1)C2=CC=C(C=C2)OCCN(C)C)C3=CC=CC=C3.C(C(=O)O)C(CC(=O)O)(C(=O)O)O. Cell line: HOP-92. Synergy scores: CSS=17.6, Synergy_ZIP=-5.38, Synergy_Bliss=-1.64, Synergy_Loewe=-1.16, Synergy_HSA=-1.12. (5) Drug 1: CNC(=O)C1=CC=CC=C1SC2=CC3=C(C=C2)C(=NN3)C=CC4=CC=CC=N4. Drug 2: C1=NC2=C(N=C(N=C2N1C3C(C(C(O3)CO)O)O)F)N. Cell line: MOLT-4. Synergy scores: CSS=38.5, Synergy_ZIP=2.86, Synergy_Bliss=3.83, Synergy_Loewe=-8.30, Synergy_HSA=4.70. (6) Drug 1: CC1C(C(CC(O1)OC2CC(CC3=C2C(=C4C(=C3O)C(=O)C5=C(C4=O)C(=CC=C5)OC)O)(C(=O)C)O)N)O.Cl. Cell line: MDA-MB-231. Drug 2: COC1=C2C(=CC3=C1OC=C3)C=CC(=O)O2. Synergy scores: CSS=14.0, Synergy_ZIP=-4.64, Synergy_Bliss=0.547, Synergy_Loewe=-11.9, Synergy_HSA=0.154.